Dataset: Reaction yield outcomes from USPTO patents with 853,638 reactions. Task: Predict the reaction yield, written as a fraction of the theoretical maximum amount of product (1.0 means a 100% yield; for example, 0.34 means a 34% yield). (1) The yield is 0.930. The reactants are [H-].[Na+].C(OP([CH2:11][C:12]([O:14][CH2:15][CH3:16])=[O:13])(OCC)=O)C.[CH:17]([C:19]1[CH:20]=[C:21]([CH:25]2[C:29]3[C:30]([CH3:44])=[C:31]([NH:36][C:37](=[O:43])[CH2:38][C:39]([CH3:42])([CH3:41])[CH3:40])[C:32]([CH3:35])=[C:33]([CH3:34])[C:28]=3[O:27][CH2:26]2)[CH:22]=[CH:23][CH:24]=1)=O.O. The product is [CH3:40][C:39]([CH3:42])([CH3:41])[CH2:38][C:37]([NH:36][C:31]1[C:32]([CH3:35])=[C:33]([CH3:34])[C:28]2[O:27][CH2:26][CH:25]([C:21]3[CH:20]=[C:19](/[CH:17]=[CH:11]/[C:12]([O:14][CH2:15][CH3:16])=[O:13])[CH:24]=[CH:23][CH:22]=3)[C:29]=2[C:30]=1[CH3:44])=[O:43]. The catalyst is CN(C=O)C. (2) The catalyst is CN(C=O)C. The reactants are [OH:1][C:2]1[CH:3]=[C:4]2[C:8](=[CH:9][CH:10]=1)[N:7]([CH2:11][C:12]([O:14][CH3:15])=[O:13])[CH:6]=[CH:5]2.[Br:16][CH2:17][CH2:18][CH2:19]Br.C([O-])([O-])=O.[Cs+].[Cs+]. The yield is 0.450. The product is [Br:16][CH2:17][CH2:18][CH2:19][O:1][C:2]1[CH:3]=[C:4]2[C:8](=[CH:9][CH:10]=1)[N:7]([CH2:11][C:12]([O:14][CH3:15])=[O:13])[CH:6]=[CH:5]2. (3) The reactants are [F:1][C:2]1[C:10]([NH:11][S:12]([CH2:15][CH2:16][CH3:17])(=[O:14])=[O:13])=[CH:9][CH:8]=[C:7]([F:18])[C:3]=1[C:4]([OH:6])=O.CN(C)C=O.C(Cl)(=O)C(Cl)=O.C(N(CC)CC)C.[NH2:37][C:38]1[CH:39]=[N:40][C:41]2[C:46]([CH:47]=1)=[CH:45][CH:44]=[CH:43][CH:42]=2. The catalyst is O1CCCC1.ClCCl. The product is [F:1][C:2]1[C:10]([NH:11][S:12]([CH2:15][CH2:16][CH3:17])(=[O:14])=[O:13])=[CH:9][CH:8]=[C:7]([F:18])[C:3]=1[C:4]([NH:37][C:38]1[CH:39]=[N:40][C:41]2[C:46]([CH:47]=1)=[CH:45][CH:44]=[CH:43][CH:42]=2)=[O:6]. The yield is 0.450. (4) The reactants are BrN1C(=[O:7])CCC1=O.[BrH:9].[C:10]([CH:18]([CH2:24][C:25](Br)=[CH2:26])[C:19]([O:21][CH2:22][CH3:23])=[O:20])(=[O:17])[C:11]1[CH:16]=[CH:15][CH:14]=[CH:13][CH:12]=1.S([O-])([O-])(=O)=S.[Na+].[Na+]. The catalyst is C(#N)C.O.C(OCC)C. The product is [C:10]([C:18](=[CH:24][C:25](=[O:7])[CH2:26][Br:9])[C:19]([O:21][CH2:22][CH3:23])=[O:20])(=[O:17])[C:11]1[CH:16]=[CH:15][CH:14]=[CH:13][CH:12]=1. The yield is 0.580. (5) The reactants are [C:1]([C:5]1[CH:6]=[C:7]2[C:12](=[C:13]([F:15])[CH:14]=1)[C:11](=[O:16])[N:10]([C:17]1[CH:22]=[CH:21][CH:20]=[C:19]([C:23]3[CH:28]=[C:27]([NH:29][C:30]4[CH:35]=[CH:34][C:33]([CH:36]5[CH2:41][CH2:40][NH:39][CH2:38][CH2:37]5)=[CH:32][N:31]=4)[C:26](=[O:42])[N:25]([CH3:43])[N:24]=3)[C:18]=1[CH2:44][OH:45])[N:9]=[CH:8]2)([CH3:4])([CH3:3])[CH3:2].C(=O)([O-])[O-].[K+].[K+].FC(F)(F)S(O[CH2:58][C:59]([F:62])([F:61])[F:60])(=O)=O.CCOC(C)=O. The catalyst is CN(C=O)C.O. The product is [C:1]([C:5]1[CH:6]=[C:7]2[C:12](=[C:13]([F:15])[CH:14]=1)[C:11](=[O:16])[N:10]([C:17]1[CH:22]=[CH:21][CH:20]=[C:19]([C:23]3[CH:28]=[C:27]([NH:29][C:30]4[N:31]=[CH:32][C:33]([CH:36]5[CH2:41][CH2:40][N:39]([CH2:58][C:59]([F:62])([F:61])[F:60])[CH2:38][CH2:37]5)=[CH:34][CH:35]=4)[C:26](=[O:42])[N:25]([CH3:43])[N:24]=3)[C:18]=1[CH2:44][OH:45])[N:9]=[CH:8]2)([CH3:4])([CH3:2])[CH3:3]. The yield is 0.700.